This data is from Peptide-MHC class I binding affinity with 185,985 pairs from IEDB/IMGT. The task is: Regression. Given a peptide amino acid sequence and an MHC pseudo amino acid sequence, predict their binding affinity value. This is MHC class I binding data. (1) The peptide sequence is HLPELIWRS. The MHC is HLA-A02:06 with pseudo-sequence HLA-A02:06. The binding affinity (normalized) is 0.898. (2) The peptide sequence is LENAQPGLL. The MHC is HLA-B18:01 with pseudo-sequence HLA-B18:01. The binding affinity (normalized) is 0.142. (3) The peptide sequence is MTRRRVLSV. The MHC is HLA-A02:01 with pseudo-sequence HLA-A02:01. The binding affinity (normalized) is 0.213. (4) The peptide sequence is RVMPVFAFK. The MHC is HLA-B48:01 with pseudo-sequence HLA-B48:01. The binding affinity (normalized) is 0.0847. (5) The peptide sequence is NETTQALQL. The MHC is HLA-A24:03 with pseudo-sequence HLA-A24:03. The binding affinity (normalized) is 0.0847. (6) The peptide sequence is VPVWKEATTTL. The MHC is HLA-A68:01 with pseudo-sequence HLA-A68:01. The binding affinity (normalized) is 0. (7) The peptide sequence is FLARKGIDT. The MHC is HLA-A02:03 with pseudo-sequence HLA-A02:03. The binding affinity (normalized) is 0.467. (8) The peptide sequence is TWSIHAKHEW. The MHC is HLA-B58:01 with pseudo-sequence HLA-B58:01. The binding affinity (normalized) is 0.751.